The task is: Predict which catalyst facilitates the given reaction.. This data is from Catalyst prediction with 721,799 reactions and 888 catalyst types from USPTO. (1) Reactant: [CH3:1][O:2][C:3]([C:5]1[CH:10]=[C:9]([C:11](OC)=[O:12])[CH:8]=[C:7]([C:15](OC)=[O:16])[CH:6]=1)=[O:4].[H-].[Al+3].[Li+].[H-].[H-].[H-].O.[OH-].[Na+]. Product: [CH3:1][O:2][C:3](=[O:4])[C:5]1[CH:6]=[C:7]([CH2:15][OH:16])[CH:8]=[C:9]([CH2:11][OH:12])[CH:10]=1. The catalyst class is: 7. (2) Reactant: [CH2:1]([NH:3][CH2:4][C:5]1[CH:10]=[C:9]([S:11]([CH3:14])(=[O:13])=[O:12])[CH:8]=[CH:7][C:6]=1[OH:15])[CH3:2].C(NC(C)C)(C)C.Cl[C:24]([O:26][CH2:27][C:28]1[CH:33]=[CH:32][CH:31]=[CH:30][CH:29]=1)=[O:25]. Product: [CH2:27]([O:26][C:24](=[O:25])[N:3]([CH2:1][CH3:2])[CH2:4][C:5]1[CH:10]=[C:9]([S:11]([CH3:14])(=[O:13])=[O:12])[CH:8]=[CH:7][C:6]=1[OH:15])[C:28]1[CH:33]=[CH:32][CH:31]=[CH:30][CH:29]=1. The catalyst class is: 2.